From a dataset of Reaction yield outcomes from USPTO patents with 853,638 reactions. Predict the reaction yield, written as a fraction of the theoretical maximum amount of product (1.0 means a 100% yield; for example, 0.34 means a 34% yield). (1) No catalyst specified. The reactants are [Cl:1][C:2]1[CH:3]=[CH:4][C:5]2[N:6]([CH:8]=[C:9]([CH:11]3[CH2:13][CH2:12]3)[N:10]=2)[N:7]=1.FC(F)(F)[C:16](O)=[O:17]. The yield is 0.450. The product is [Cl:1][C:2]1[CH:3]=[CH:4][C:5]2[N:6]([C:8]([CH:16]=[O:17])=[C:9]([CH:11]3[CH2:13][CH2:12]3)[N:10]=2)[N:7]=1. (2) The reactants are [CH3:1][CH:2]1[C:7](=O)[CH2:6][CH2:5][CH2:4][C:3]1=[O:9].[Cl:10][C:11]1[CH:17]=[CH:16][C:15]([N+:18]([O-:20])=[O:19])=[CH:14][C:12]=1[NH2:13]. No catalyst specified. The product is [Cl:10][C:11]1[CH:17]=[CH:16][C:15]([N+:18]([O-:20])=[O:19])=[CH:14][C:12]=1[NH:13][C:7]1[CH2:6][CH2:5][CH2:4][C:3](=[O:9])[C:2]=1[CH3:1]. The yield is 0.500. (3) The reactants are [CH3:1][C:2]1[O:6][N:5]=[C:4]([C:7]2[CH:12]=[CH:11][CH:10]=[CH:9][CH:8]=2)[C:3]=1[CH2:13][O:14][C:15]1[CH:23]=[CH:22][C:18]([C:19]([OH:21])=O)=[CH:17][N:16]=1.[NH2:24][CH:25]1[CH2:28][N:27]([C:29]([O:31][C:32]([CH3:35])([CH3:34])[CH3:33])=[O:30])[CH2:26]1. No catalyst specified. The product is [C:32]([O:31][C:29]([N:27]1[CH2:28][CH:25]([NH:24][C:19]([C:18]2[CH:17]=[N:16][C:15]([O:14][CH2:13][C:3]3[C:4]([C:7]4[CH:8]=[CH:9][CH:10]=[CH:11][CH:12]=4)=[N:5][O:6][C:2]=3[CH3:1])=[CH:23][CH:22]=2)=[O:21])[CH2:26]1)=[O:30])([CH3:35])([CH3:33])[CH3:34]. The yield is 0.860. (4) The product is [C:1]([O:5][C:6](=[O:35])[N:7]([C@@H:10]1[CH2:15][CH2:14][CH2:13][C@@H:12]([SH:16])[C@@H:11]1[O:27][Si:28]([C:31]([CH3:34])([CH3:33])[CH3:32])([CH3:29])[CH3:30])[CH2:8][CH3:9])([CH3:3])([CH3:2])[CH3:4]. The catalyst is O1CCCC1. The yield is 1.00. The reactants are [C:1]([O:5][C:6](=[O:35])[N:7]([C@@H:10]1[CH2:15][CH2:14][CH2:13][C@@H:12]([S:16]CC2C(C)=CC(C)=CC=2C)[C@@H:11]1[O:27][Si:28]([C:31]([CH3:34])([CH3:33])[CH3:32])([CH3:30])[CH3:29])[CH2:8][CH3:9])([CH3:4])([CH3:3])[CH3:2].N.[Na].[Cl-].[NH4+].